This data is from Catalyst prediction with 721,799 reactions and 888 catalyst types from USPTO. The task is: Predict which catalyst facilitates the given reaction. (1) Reactant: [Br:1][C:2]1[CH:10]=[CH:9][C:5]2[NH:6][CH:7]=[N:8][C:4]=2[C:3]=1[F:11].[O:12]1[CH:17]=[CH:16][CH2:15][CH2:14][CH2:13]1.C12(CS(O)(=O)=O)C(C)(C)C(CC1)CC2=O. Product: [Br:1][C:2]1[CH:10]=[CH:9][C:5]2[N:6]([CH:13]3[CH2:14][CH2:15][CH2:16][CH2:17][O:12]3)[CH:7]=[N:8][C:4]=2[C:3]=1[F:11]. The catalyst class is: 1. (2) Reactant: ClC(Cl)(Cl)C(=N)O[CH:5]1[O:13][C@H:12]([CH2:14][OH:15])[C@@H:10]([OH:11])[C@H:8]([OH:9])[C@@:6]1([N:16]=[N+:17]=[N-:18])O.[C:22]([O:30][C@H:31]1[C@H:48]([O:49][CH2:50][C:51]2[CH:56]=[CH:55][C:54]([Br:57])=[CH:53][CH:52]=2)[C@@H:47]([C@H:58]([CH2:67][O:68][C:69](=[O:76])[C:70]2[CH:75]=[CH:74][CH:73]=[CH:72][CH:71]=2)[O:59][CH2:60][C:61]2[CH:66]=[CH:65][CH:64]=[CH:63][CH:62]=2)[O:46][CH:33]([S:34][C:35]2[CH:40]=[C:39]([C:41]([CH3:44])([CH3:43])[CH3:42])[CH:38]=[CH:37][C:36]=2[CH3:45])[C@H:32]1[OH:77])(=[O:29])[C:23]1[CH:28]=[CH:27][CH:26]=[CH:25][CH:24]=1.[Si](OS(C(F)(F)F)(=O)=O)(C)(C)C. Product: [C:8]([O:9][C@H:8]1[C@H:10]([O:11][C:5](=[O:13])[CH3:6])[C@@H:12]([CH2:14][O:15][C:14](=[O:15])[CH3:12])[O:13][C@H:5]([O:77][C@H:32]2[C@@H:31]([O:30][C:22](=[O:29])[C:23]3[CH:24]=[CH:25][CH:26]=[CH:27][CH:28]=3)[C@H:48]([O:49][CH2:50][C:51]3[CH:56]=[CH:55][C:54]([Br:57])=[CH:53][CH:52]=3)[C@@H:47]([C@H:58]([CH2:67][O:68][C:69](=[O:76])[C:70]3[CH:75]=[CH:74][CH:73]=[CH:72][CH:71]=3)[O:59][CH2:60][C:61]3[CH:62]=[CH:63][CH:64]=[CH:65][CH:66]=3)[O:46][CH:33]2[S:34][C:35]2[CH:40]=[C:39]([C:41]([CH3:43])([CH3:44])[CH3:42])[CH:38]=[CH:37][C:36]=2[CH3:45])[C@@H:6]1[N:16]=[N+:17]=[N-:18])(=[O:9])[CH3:10]. The catalyst class is: 876. (3) Product: [F:49][C:46]1[CH:47]=[CH:48][C:22]([O:21][C:19]2[CH:18]=[CH:17][N:16]=[C:15]([N:1]3[CH2:5][CH2:4][CH2:3][C@H:2]3[CH2:6][OH:7])[N:20]=2)=[C:23]([CH:45]=1)[CH2:24][NH:25][C:26]([NH:28][C:29]1[N:33]([C:34]2[CH:35]=[CH:36][C:37]([CH3:40])=[CH:38][CH:39]=2)[N:32]=[C:31]([C:41]([CH3:44])([CH3:42])[CH3:43])[CH:30]=1)=[O:27]. The catalyst class is: 8. Reactant: [NH:1]1[CH2:5][CH2:4][CH2:3][C@H:2]1[CH2:6][OH:7].C(=O)([O-])[O-].[Na+].[Na+].Cl[C:15]1[N:20]=[C:19]([O:21][C:22]2[CH:48]=[CH:47][C:46]([F:49])=[CH:45][C:23]=2[CH2:24][NH:25][C:26]([NH:28][C:29]2[N:33]([C:34]3[CH:39]=[CH:38][C:37]([CH3:40])=[CH:36][CH:35]=3)[N:32]=[C:31]([C:41]([CH3:44])([CH3:43])[CH3:42])[CH:30]=2)=[O:27])[CH:18]=[CH:17][N:16]=1.